From a dataset of Peptide-MHC class II binding affinity with 134,281 pairs from IEDB. Regression. Given a peptide amino acid sequence and an MHC pseudo amino acid sequence, predict their binding affinity value. This is MHC class II binding data. The peptide sequence is YWFAPGAGAAPLSWS. The MHC is HLA-DQA10501-DQB10301 with pseudo-sequence HLA-DQA10501-DQB10301. The binding affinity (normalized) is 0.991.